Task: Predict the reaction yield, written as a fraction of the theoretical maximum amount of product (1.0 means a 100% yield; for example, 0.34 means a 34% yield).. Dataset: Reaction yield outcomes from USPTO patents with 853,638 reactions The reactants are [CH:1]([N:4]1[C:8]([C:9]2[N:18]=[C:17]3[N:11]([CH2:12][CH2:13][O:14][C:15]4[CH:22]=[C:21](OS(C(F)(F)F)(=O)=O)[N:20]=[CH:19][C:16]=43)[CH:10]=2)=[N:7][CH:6]=[N:5]1)([CH3:3])[CH3:2].[CH3:31][NH2:32].C1COCC1. The catalyst is CN1C(=O)CCC1.O. The product is [CH:1]([N:4]1[C:8]([C:9]2[N:18]=[C:17]3[C:16]4[CH:19]=[N:20][C:21]([NH:32][CH3:31])=[CH:22][C:15]=4[O:14][CH2:13][CH2:12][N:11]3[CH:10]=2)=[N:7][CH:6]=[N:5]1)([CH3:3])[CH3:2]. The yield is 0.280.